The task is: Predict the reactants needed to synthesize the given product.. This data is from Full USPTO retrosynthesis dataset with 1.9M reactions from patents (1976-2016). (1) Given the product [CH3:2][C:3]1([CH3:19])[C:11]2[C:6](=[N:7][CH:8]=[CH:9][N:10]=2)[N:5]([CH:12]2[CH2:17][CH2:16][N:15]([C:21]3[S:22][C:23]4[CH:29]=[C:28]([C:30]([F:33])([F:32])[F:31])[CH:27]=[CH:26][C:24]=4[N:25]=3)[CH2:14][CH2:13]2)[C:4]1=[O:18], predict the reactants needed to synthesize it. The reactants are: Cl.[CH3:2][C:3]1([CH3:19])[C:11]2[C:6](=[N:7][CH:8]=[CH:9][N:10]=2)[N:5]([CH:12]2[CH2:17][CH2:16][NH:15][CH2:14][CH2:13]2)[C:4]1=[O:18].Cl[C:21]1[S:22][C:23]2[CH:29]=[C:28]([C:30]([F:33])([F:32])[F:31])[CH:27]=[CH:26][C:24]=2[N:25]=1.C(=O)([O-])[O-].[K+].[K+].O. (2) Given the product [C:15]([O:18][CH2:2][C:3]([C:5]1[CH:10]=[CH:9][C:8]([S:11]([CH3:14])(=[O:13])=[O:12])=[CH:7][CH:6]=1)=[O:4])(=[O:17])[CH3:16], predict the reactants needed to synthesize it. The reactants are: Br[CH2:2][C:3]([C:5]1[CH:10]=[CH:9][C:8]([S:11]([CH3:14])(=[O:13])=[O:12])=[CH:7][CH:6]=1)=[O:4].[C:15]([O-:18])(=[O:17])[CH3:16].[Na+]. (3) Given the product [C:1]([N:5]1[CH:9]=[C:8]([CH:10]=[O:11])[N:7]=[N:6]1)([CH3:4])([CH3:3])[CH3:2], predict the reactants needed to synthesize it. The reactants are: [C:1]([N:5]1[CH:9]=[C:8]([CH:10](OCC)[O:11]CC)[N:7]=[N:6]1)([CH3:4])([CH3:3])[CH3:2].O.FC(F)(F)C(O)=O.[O-][Mn](=O)(=O)=O.[K+]. (4) Given the product [NH2:27][C:19]1[C:18]2[N:28]=[C:15]3[CH2:14][O:13][CH2:12][C@H:11]([C@H:9]([OH:8])[CH3:10])[N:16]3[C:17]=2[C:26]2[C:21](=[CH:22][CH:23]=[CH:24][CH:25]=2)[N:20]=1, predict the reactants needed to synthesize it. The reactants are: C([O:8][C@@H:9]([C@@H:11]1[N:16]2[C:17]3[C:26]4[C:21](=[CH:22][CH:23]=[CH:24][CH:25]=4)[N:20]=[C:19]([NH2:27])[C:18]=3[N:28]=[C:15]2[CH2:14][O:13][CH2:12]1)[CH3:10])C1C=CC=CC=1.Cl.